From a dataset of TCR-epitope binding with 47,182 pairs between 192 epitopes and 23,139 TCRs. Binary Classification. Given a T-cell receptor sequence (or CDR3 region) and an epitope sequence, predict whether binding occurs between them. (1) The epitope is TPQDLNTML. The TCR CDR3 sequence is CASSFSKNAEAFF. Result: 1 (the TCR binds to the epitope). (2) The epitope is CLGGLLTMV. The TCR CDR3 sequence is CASSLWGEGLTPEAFF. Result: 0 (the TCR does not bind to the epitope). (3) The epitope is NLDSKVGGNY. The TCR CDR3 sequence is CSAWDREVVGTEAFF. Result: 0 (the TCR does not bind to the epitope).